From a dataset of Full USPTO retrosynthesis dataset with 1.9M reactions from patents (1976-2016). Predict the reactants needed to synthesize the given product. (1) Given the product [Cl:45][C:46]1[CH:51]=[C:50]([NH:52][CH2:15][C:17]2[C:22]([O:23][CH3:24])=[CH:21][C:20]([C:25]([F:28])([F:27])[F:26])=[CH:19][C:18]=2[C:29]2[CH:30]=[CH:31][C:32]([C:35]([NH:37][CH2:38][CH2:39][C:40]([O:42][CH2:43][CH3:44])=[O:41])=[O:36])=[N:33][CH:34]=2)[CH:49]=[CH:48][C:47]=1[C:53]1[CH:58]=[CH:57][C:56]([C:59]([F:60])([F:61])[F:62])=[CH:55][CH:54]=1, predict the reactants needed to synthesize it. The reactants are: [BH-](OC(C)=O)(OC(C)=O)OC(C)=O.[Na+].[CH:15]([C:17]1[C:22]([O:23][CH3:24])=[CH:21][C:20]([C:25]([F:28])([F:27])[F:26])=[CH:19][C:18]=1[C:29]1[CH:30]=[CH:31][C:32]([C:35]([NH:37][CH2:38][CH2:39][C:40]([O:42][CH2:43][CH3:44])=[O:41])=[O:36])=[N:33][CH:34]=1)=O.[Cl:45][C:46]1[CH:51]=[C:50]([NH2:52])[CH:49]=[CH:48][C:47]=1[C:53]1[CH:58]=[CH:57][C:56]([C:59]([F:62])([F:61])[F:60])=[CH:55][CH:54]=1.CC(O)=O. (2) Given the product [C:49]1([C:47]2[N:48]=[C:42]3[CH:41]=[C:40]([NH:39][C:38]([C:37]4[N:33]([CH3:32])[N:34]=[CH:35][C:36]=4[C:56]([N:9]4[CH2:10][CH2:15][CH2:14][CH2:13]4)=[O:57])=[O:55])[CH:45]=[CH:44][N:43]3[CH:46]=2)[CH:50]=[CH:51][CH:52]=[CH:53][CH:54]=1, predict the reactants needed to synthesize it. The reactants are: CN(C(O[N:9]1N=NC2C=[CH:13][CH:14]=[CH:15][C:10]1=2)=[N+](C)C)C.[B-](F)(F)(F)F.C(N(C(C)C)CC)(C)C.[CH3:32][N:33]1[C:37]([C:38](=[O:55])[NH:39][C:40]2[CH:45]=[CH:44][N:43]3[CH:46]=[C:47]([C:49]4[CH:54]=[CH:53][CH:52]=[CH:51][CH:50]=4)[N:48]=[C:42]3[CH:41]=2)=[C:36]([C:56](O)=[O:57])[CH:35]=[N:34]1.N1CCCC1. (3) Given the product [CH2:1]([N:8]1[C:16]2[CH2:15][CH2:14][N:13]([CH2:31][CH2:32][CH2:33][OH:34])[CH2:12][C:11]=2[C:10]([C:17]2[CH:18]=[CH:19][C:20]([Cl:23])=[CH:21][CH:22]=2)=[CH:9]1)[C:2]1[CH:3]=[CH:4][CH:5]=[CH:6][CH:7]=1, predict the reactants needed to synthesize it. The reactants are: [CH2:1]([N:8]1[C:16]2[CH2:15][CH2:14][NH:13][CH2:12][C:11]=2[C:10]([C:17]2[CH:22]=[CH:21][C:20]([Cl:23])=[CH:19][CH:18]=2)=[CH:9]1)[C:2]1[CH:7]=[CH:6][CH:5]=[CH:4][CH:3]=1.C([O-])([O-])=O.[Cs+].[Cs+].Br[CH2:31][CH2:32][CH2:33][OH:34]. (4) Given the product [Br:1][C:2]1[CH:3]=[CH:4][C:5]([C@@H:8]([NH2:11])[CH2:9][CH3:10])=[CH:6][CH:7]=1, predict the reactants needed to synthesize it. The reactants are: [Br:1][C:2]1[CH:7]=[CH:6][C:5]([C@@H:8]([NH:11]C(=O)C(F)(F)F)[CH2:9][CH3:10])=[CH:4][CH:3]=1.[OH-].[Na+]. (5) Given the product [CH2:1]([O:8][C:9]1[C:17]([O:18][CH3:19])=[CH:16][C:12]([C:13]([Cl:26])=[N:14][OH:15])=[C:11]([I:20])[CH:10]=1)[C:2]1[CH:3]=[CH:4][CH:5]=[CH:6][CH:7]=1, predict the reactants needed to synthesize it. The reactants are: [CH2:1]([O:8][C:9]1[C:17]([O:18][CH3:19])=[CH:16][C:12]([CH:13]=[N:14][OH:15])=[C:11]([I:20])[CH:10]=1)[C:2]1[CH:7]=[CH:6][CH:5]=[CH:4][CH:3]=1.CN(C)C=O.[Cl:26]N1C(=O)CCC1=O.O.